Task: Binary Classification. Given a drug SMILES string, predict its activity (active/inactive) in a high-throughput screening assay against a specified biological target.. Dataset: Choline transporter screen with 302,306 compounds (1) The compound is O1N=C(CC21CC(N(C2)C(=O)C1NC(=O)CC1)C(=O)N)c1cc(NC(=O)c2ccccc2)ccc1. The result is 0 (inactive). (2) The molecule is Brc1ccc(S(=O)(=O)N2C(OCC2)CNC(=O)C(=O)NCCCN2CCOCC2)cc1. The result is 0 (inactive). (3) The molecule is O=C(NCCCNC(=O)c1cc(O)cnc1)c1cc(O)cnc1. The result is 0 (inactive). (4) The drug is O1CCN(CCCNc2nc(nc3c2cc(OC)c(OCC)c3)c2cc(OC)c(OC)cc2)CC1. The result is 0 (inactive). (5) The molecule is S(=O)(=O)(NCC(=O)NC1CCCCC1)c1c2nsnc2ccc1. The result is 0 (inactive). (6) The molecule is OC1=C(C(N(CCCOC)C1=O)c1ncccc1)C(=O)C. The result is 0 (inactive). (7) The compound is Brc1ccc(Cn2c(c(nc2)C(O)=O)C(O)=O)cc1. The result is 0 (inactive).